This data is from Forward reaction prediction with 1.9M reactions from USPTO patents (1976-2016). The task is: Predict the product of the given reaction. (1) Given the reactants Br[CH2:2][CH2:3][O:4][C:5]1[CH:10]=[CH:9][C:8]([N+:11]([O-:13])=[O:12])=[CH:7][C:6]=1[O:14][CH3:15].[NH:16]1[CH2:21][CH2:20][O:19][CH2:18][CH2:17]1, predict the reaction product. The product is: [CH3:15][O:14][C:6]1[CH:7]=[C:8]([N+:11]([O-:13])=[O:12])[CH:9]=[CH:10][C:5]=1[O:4][CH2:3][CH2:2][N:16]1[CH2:21][CH2:20][O:19][CH2:18][CH2:17]1. (2) The product is: [OH:25][C@@H:26]([CH2:30][C:31]1[NH:35][CH:34]=[N:33][CH:32]=1)[C:27]([N:22]1[CH2:23][CH2:24][N:19]([C:6]2[C:5]3[C:10](=[CH:11][C:2]([CH3:1])=[CH:3][CH:4]=3)[N:9]=[C:8]([C:12]3[CH:17]=[CH:16][CH:15]=[CH:14][C:13]=3[OH:18])[N:7]=2)[CH2:20][CH2:21]1)=[O:28]. Given the reactants [CH3:1][C:2]1[CH:11]=[C:10]2[C:5]([C:6]([N:19]3[CH2:24][CH2:23][NH:22][CH2:21][CH2:20]3)=[N:7][C:8]([C:12]3[CH:17]=[CH:16][CH:15]=[CH:14][C:13]=3[OH:18])=[N:9]2)=[CH:4][CH:3]=1.[OH:25][C@@H:26]([CH2:30][C:31]1[NH:35][CH:34]=[N:33][CH:32]=1)[C:27](O)=[O:28].C(N(CC)CC)C.F[P-](F)(F)(F)(F)F.N1(O[P+](N(C)C)(N(C)C)N(C)C)C2C=CC=CC=2N=N1, predict the reaction product. (3) Given the reactants Cl[C:2]1[C:7]([C:8]([F:11])([F:10])[F:9])=[CH:6][CH:5]=[CH:4][N:3]=1.[CH3:12][C@@H:13]1[CH2:18][NH:17][CH2:16][CH2:15][NH:14]1, predict the reaction product. The product is: [CH3:12][C@H:13]1[NH:14][CH2:15][CH2:16][N:17]([C:2]2[C:7]([C:8]([F:11])([F:10])[F:9])=[CH:6][CH:5]=[CH:4][N:3]=2)[CH2:18]1.